This data is from Forward reaction prediction with 1.9M reactions from USPTO patents (1976-2016). The task is: Predict the product of the given reaction. Given the reactants Cl[C:2]1[N:7]=[CH:6][N:5]=[C:4](CN)[N:3]=1.[Na+].[I-].[CH2:12]([N:15]1[CH2:20][CH2:19][N:18]([C:21]2[CH:27]=[CH:26][C:24]([NH2:25])=[CH:23][CH:22]=2)[CH2:17][CH2:16]1)[CH2:13]C.[CH2:28]([N:30](C(C)C)C(C)C)C.[CH3:37]CO, predict the reaction product. The product is: [CH3:28][NH:30][C:2]1[N:3]=[C:4]([NH:25][C:24]2[CH:23]=[CH:22][C:21]([N:18]3[CH2:17][CH2:16][N:15]([CH:12]([CH3:13])[CH3:37])[CH2:20][CH2:19]3)=[CH:27][CH:26]=2)[N:5]=[CH:6][N:7]=1.